Dataset: Forward reaction prediction with 1.9M reactions from USPTO patents (1976-2016). Task: Predict the product of the given reaction. Given the reactants [CH3:1][C:2]1[C:7]2[N:8]=[CH:9][S:10][C:6]=2[CH:5]=[CH:4][CH:3]=1.C(O[C:16](=O)[NH:17][C@H:18]1[CH2:23][CH2:22][C@H:21]([C:24](=[O:29])N(OC)C)[CH2:20][CH2:19]1)(C)(C)C.[O:31]=[C:32]1[NH:37][C:36]2[CH:38]=[C:39](C=O)[CH:40]=[CH:41][C:35]=2[S:34][CH2:33]1, predict the reaction product. The product is: [CH3:1][C:2]1[C:7]2[N:8]=[C:9]([C:24]([C@H:21]3[CH2:20][CH2:19][C@H:18]([NH:17][CH2:16][C:39]4[CH:40]=[CH:41][C:35]5[S:34][CH2:33][C:32](=[O:31])[NH:37][C:36]=5[CH:38]=4)[CH2:23][CH2:22]3)=[O:29])[S:10][C:6]=2[CH:5]=[CH:4][CH:3]=1.